Predict which catalyst facilitates the given reaction. From a dataset of Catalyst prediction with 721,799 reactions and 888 catalyst types from USPTO. (1) Reactant: [Br:1][C:2]1[N:7]=[C:6](Br)[C:5]([Cl:9])=[CH:4][N:3]=1.[C:10]([C:14]1[NH:18][N:17]=[C:16]([NH2:19])[CH:15]=1)([CH3:13])([CH3:12])[CH3:11].O.CC(=O)OCC. Product: [Br:1][C:2]1[N:7]=[C:6]([NH:19][C:16]2[CH:15]=[C:14]([C:10]([CH3:13])([CH3:12])[CH3:11])[NH:18][N:17]=2)[C:5]([Cl:9])=[CH:4][N:3]=1. The catalyst class is: 14. (2) Reactant: [CH2:1]([CH:5]([O:10][C:11]1[CH:16]=[C:15]([CH3:17])[C:14]([N+:18]([O-])=O)=[CH:13][C:12]=1[CH3:21])[CH2:6][CH2:7][CH2:8][CH3:9])[CH2:2][CH2:3][CH3:4].[H][H]. Product: [CH2:1]([CH:5]([O:10][C:11]1[CH:16]=[C:15]([CH3:17])[C:14]([NH2:18])=[CH:13][C:12]=1[CH3:21])[CH2:6][CH2:7][CH2:8][CH3:9])[CH2:2][CH2:3][CH3:4]. The catalyst class is: 63. (3) Reactant: [CH3:1][S:2]([C:5]1[CH:10]=[CH:9][C:8]([C:11]2[C:12]([NH2:23])=[CH:13][C:14]([N:17]3[CH2:22][CH2:21][O:20][CH2:19][CH2:18]3)=[N:15][CH:16]=2)=[CH:7][CH:6]=1)(=[O:4])=[O:3].Cl[C:25]1[C:34]2[C:29](=[CH:30][C:31]([F:36])=[CH:32][C:33]=2[F:35])[N:28]=[C:27]([CH:37]2[CH2:39][CH2:38]2)[C:26]=1[CH3:40].C1(P(C2CCCCC2)C2C=CC=CC=2C2C(C(C)C)=CC(C(C)C)=CC=2C(C)C)CCCCC1.CC(C)([O-])C.[Na+]. Product: [CH:37]1([C:27]2[C:26]([CH3:40])=[C:25]([NH:23][C:12]3[C:11]([C:8]4[CH:7]=[CH:6][C:5]([S:2]([CH3:1])(=[O:3])=[O:4])=[CH:10][CH:9]=4)=[CH:16][N:15]=[C:14]([N:17]4[CH2:22][CH2:21][O:20][CH2:19][CH2:18]4)[CH:13]=3)[C:34]3[C:29](=[CH:30][C:31]([F:36])=[CH:32][C:33]=3[F:35])[N:28]=2)[CH2:38][CH2:39]1. The catalyst class is: 491. (4) Reactant: [CH3:1][O:2][C:3]1[CH:4]=[CH:5][C:6]([C:16]2[CH:25]=[CH:24][C:23]3[C:18](=[CH:19][CH:20]=[C:21]([O:26][CH3:27])[CH:22]=3)[CH:17]=2)=[C:7]([C:9]2[CH:14]=[CH:13][CH:12]=[C:11]([OH:15])[CH:10]=2)[CH:8]=1.C(=O)([O-])[O-].[K+].[K+].Cl[CH2:35][CH2:36][N:37]1[CH2:42][CH2:41][CH2:40][CH2:39][CH2:38]1.O. Product: [CH3:1][O:2][C:3]1[CH:4]=[CH:5][C:6]([C:16]2[CH:25]=[CH:24][C:23]3[C:18](=[CH:19][CH:20]=[C:21]([O:26][CH3:27])[CH:22]=3)[CH:17]=2)=[C:7]([C:9]2[CH:14]=[CH:13][CH:12]=[C:11]([O:15][CH2:35][CH2:36][N:37]3[CH2:42][CH2:41][CH2:40][CH2:39][CH2:38]3)[CH:10]=2)[CH:8]=1. The catalyst class is: 9. (5) Reactant: Cl.CN.CN.[BH3-][C:7]#[N:8].[Na+].[C:10]([C:12]1[CH:13]=[CH:14][C:15]([NH:18][C:19]([N:21]2[C:30]3[C:25](=[CH:26][C:27]([CH:36]=O)=[C:28]([CH:31]([O:34][CH3:35])[O:32][CH3:33])[N:29]=3)[CH2:24][CH2:23][CH2:22]2)=[O:20])=[N:16][CH:17]=1)#[N:11]. Product: [C:10]([C:12]1[CH:13]=[CH:14][C:15]([NH:18][C:19]([N:21]2[C:30]3[C:25](=[CH:26][C:27]([CH2:36][NH:8][CH3:7])=[C:28]([CH:31]([O:34][CH3:35])[O:32][CH3:33])[N:29]=3)[CH2:24][CH2:23][CH2:22]2)=[O:20])=[N:16][CH:17]=1)#[N:11]. The catalyst class is: 5. (6) Reactant: [Cl:1][C:2]1[CH:12]=[C:11]([Cl:13])[CH:10]=[CH:9][C:3]=1[O:4][CH2:5][C:6]([OH:8])=O.[CH3:14][O:15][C:16](=[O:24])[C:17]1[CH:22]=[CH:21][N:20]=[C:19]([NH2:23])[CH:18]=1.C1CN([P+](ON2N=NC3C=CC=CC2=3)(N2CCCC2)N2CCCC2)CC1.F[P-](F)(F)(F)(F)F.C(OCC)(=O)C. Product: [CH3:14][O:15][C:16](=[O:24])[C:17]1[CH:22]=[CH:21][N:20]=[C:19]([NH:23][C:6](=[O:8])[CH2:5][O:4][C:3]2[CH:9]=[CH:10][C:11]([Cl:13])=[CH:12][C:2]=2[Cl:1])[CH:18]=1. The catalyst class is: 241. (7) Reactant: [NH2:1][C:2]1[CH:3]=[C:4]([C:8]2[S:12][C:11]([C:13]3[CH:21]=[C:20]4[C:16]([CH2:17][N:18]([CH3:23])[C:19]4=[O:22])=[CH:15][CH:14]=3)=[CH:10][CH:9]=2)[CH:5]=[N:6][CH:7]=1.[F:24][C:25]1[CH:30]=[C:29]([F:31])[CH:28]=[CH:27][C:26]=1[S:32](Cl)(=[O:34])=[O:33]. Product: [F:24][C:25]1[CH:30]=[C:29]([F:31])[CH:28]=[CH:27][C:26]=1[S:32]([NH:1][C:2]1[CH:7]=[N:6][CH:5]=[C:4]([C:8]2[S:12][C:11]([C:13]3[CH:21]=[C:20]4[C:16](=[CH:15][CH:14]=3)[CH2:17][N:18]([CH3:23])[C:19]4=[O:22])=[CH:10][CH:9]=2)[CH:3]=1)(=[O:34])=[O:33]. The catalyst class is: 100. (8) Product: [ClH:16].[CH3:13][C:9]1([CH3:14])[CH:8]([NH2:7])[CH2:12][CH2:11][O:10]1. Reactant: C(OC(=O)[NH:7][CH:8]1[CH2:12][CH2:11][O:10][C:9]1([CH3:14])[CH3:13])(C)(C)C.[ClH:16]. The catalyst class is: 5. (9) Reactant: Cl.[CH:2]1([NH:8][C:9]2[N:17]=[C:16]([NH:18][C:19]3[CH:24]=[CH:23][C:22]([N:25]4[CH2:30][CH2:29][NH:28][CH2:27][CH2:26]4)=[CH:21][C:20]=3[O:31][CH3:32])[N:15]=[C:14]3[C:10]=2[N:11]=[CH:12][NH:13]3)[CH2:7][CH2:6][CH2:5][CH2:4][CH2:3]1.CCN(C(C)C)C(C)C.[CH3:42][N:43]1[CH2:48][CH2:47][C:46](=O)[CH2:45][CH2:44]1.[BH-](OC(C)=O)(OC(C)=O)OC(C)=O.[Na+]. Product: [CH:2]1([NH:8][C:9]2[N:17]=[C:16]([NH:18][C:19]3[CH:24]=[CH:23][C:22]([N:25]4[CH2:26][CH2:27][N:28]([CH:46]5[CH2:47][CH2:48][N:43]([CH3:42])[CH2:44][CH2:45]5)[CH2:29][CH2:30]4)=[CH:21][C:20]=3[O:31][CH3:32])[N:15]=[C:14]3[C:10]=2[N:11]=[CH:12][NH:13]3)[CH2:3][CH2:4][CH2:5][CH2:6][CH2:7]1. The catalyst class is: 585.